Dataset: Reaction yield outcomes from USPTO patents with 853,638 reactions. Task: Predict the reaction yield, written as a fraction of the theoretical maximum amount of product (1.0 means a 100% yield; for example, 0.34 means a 34% yield). (1) The reactants are [CH3:1][O:2][CH2:3][CH2:4][O:5][CH2:6][CH2:7][O:8][CH2:9][CH2:10][O:11][CH2:12][CH2:13][O:14][CH2:15][CH2:16][O:17][CH2:18][CH2:19][O:20][CH2:21][CH2:22][O:23][CH2:24][CH2:25][O:26][CH2:27][CH2:28][OH:29].Br[CH2:31][C:32]1[CH:40]=[CH:39][C:35]([C:36]([OH:38])=[O:37])=[CH:34][CH:33]=1.C(=O)([O-])[O-].[K+].[K+].[H-].[Na+].Cl. The catalyst is O1CCCC1.C(Cl)(Cl)Cl. The yield is 0.960. The product is [CH3:1][O:2][CH2:3][CH2:4][O:5][CH2:6][CH2:7][O:8][CH2:9][CH2:10][O:11][CH2:12][CH2:13][O:14][CH2:15][CH2:16][O:17][CH2:18][CH2:19][O:20][CH2:21][CH2:22][O:23][CH2:24][CH2:25][O:26][CH2:27][CH2:28][O:29][CH2:31][C:32]1[CH:40]=[CH:39][C:35]([C:36]([OH:38])=[O:37])=[CH:34][CH:33]=1. (2) The reactants are [O:1]1[C:5]2[CH:6]=[CH:7][CH:8]=[CH:9][C:4]=2[C:3]([N:10]2[CH2:15][CH2:14][N:13]([CH2:16][CH2:17][C:18]3[CH:19]=[C:20]4[C:24](=[CH:25][CH:26]=3)[C:23]([CH3:28])([CH3:27])[CH:22]([NH2:29])[C:21]4([CH3:31])[CH3:30])[CH2:12][CH2:11]2)=[N:2]1.[C:32](OC(=O)C)(=[O:34])[CH3:33].C(N(CC)CC)C. The catalyst is C(Cl)Cl. The product is [O:1]1[C:5]2[CH:6]=[CH:7][CH:8]=[CH:9][C:4]=2[C:3]([N:10]2[CH2:15][CH2:14][N:13]([CH2:16][CH2:17][C:18]3[CH:19]=[C:20]4[C:24](=[CH:25][CH:26]=3)[C:23]([CH3:27])([CH3:28])[CH:22]([NH:29][C:32](=[O:34])[CH3:33])[C:21]4([CH3:31])[CH3:30])[CH2:12][CH2:11]2)=[N:2]1. The yield is 0.560. (3) The reactants are [Br:1][C:2]1[CH:3]=[C:4]([CH:8]=[CH:9][C:10]=1[CH3:11])[C:5]([OH:7])=O.CN1CCOCC1.C(OC(Cl)=O)(C)C.[CH3:26][O:27][CH:28]([O:31][CH3:32])[CH2:29][NH2:30]. The catalyst is C1COCC1. The product is [Br:1][C:2]1[CH:3]=[C:4]([CH:8]=[CH:9][C:10]=1[CH3:11])[C:5]([NH:30][CH2:29][CH:28]([O:31][CH3:32])[O:27][CH3:26])=[O:7]. The yield is 0.400. (4) The reactants are [CH:1](=O)[CH2:2][CH2:3][CH2:4][CH2:5][CH2:6][CH2:7][CH2:8]/[CH:9]=[CH:10]\[CH2:11]/[CH:12]=[CH:13]\[CH2:14][CH2:15][CH2:16][CH2:17][CH3:18].[CH3:20][N:21]([CH3:26])[CH2:22][CH2:23][CH2:24][NH2:25].C(O[BH-](OC(=O)C)OC(=O)C)(=O)C.[Na+]. The catalyst is O1CCCC1.C(OCC)(=O)C. The product is [CH3:20][N:21]([CH3:26])[CH2:22][CH2:23][CH2:24][NH:25][CH2:1][CH2:2][CH2:3][CH2:4][CH2:5][CH2:6][CH2:7][CH2:8]/[CH:9]=[CH:10]\[CH2:11]/[CH:12]=[CH:13]\[CH2:14][CH2:15][CH2:16][CH2:17][CH3:18]. The yield is 0.300.